From a dataset of NCI-60 drug combinations with 297,098 pairs across 59 cell lines. Regression. Given two drug SMILES strings and cell line genomic features, predict the synergy score measuring deviation from expected non-interaction effect. (1) Drug 1: C1CC(C1)(C(=O)O)C(=O)O.[NH2-].[NH2-].[Pt+2]. Drug 2: CCC1(C2=C(COC1=O)C(=O)N3CC4=CC5=C(C=CC(=C5CN(C)C)O)N=C4C3=C2)O.Cl. Cell line: UACC62. Synergy scores: CSS=62.8, Synergy_ZIP=-0.893, Synergy_Bliss=1.77, Synergy_Loewe=-19.7, Synergy_HSA=4.57. (2) Drug 1: CC1=C2C(C(=O)C3(C(CC4C(C3C(C(C2(C)C)(CC1OC(=O)C(C(C5=CC=CC=C5)NC(=O)OC(C)(C)C)O)O)OC(=O)C6=CC=CC=C6)(CO4)OC(=O)C)OC)C)OC. Drug 2: CC1=CC2C(CCC3(C2CCC3(C(=O)C)OC(=O)C)C)C4(C1=CC(=O)CC4)C. Cell line: PC-3. Synergy scores: CSS=55.6, Synergy_ZIP=17.7, Synergy_Bliss=21.1, Synergy_Loewe=-21.7, Synergy_HSA=19.0. (3) Drug 1: CC=C1C(=O)NC(C(=O)OC2CC(=O)NC(C(=O)NC(CSSCCC=C2)C(=O)N1)C(C)C)C(C)C. Drug 2: CN(CC1=CN=C2C(=N1)C(=NC(=N2)N)N)C3=CC=C(C=C3)C(=O)NC(CCC(=O)O)C(=O)O. Cell line: SNB-75. Synergy scores: CSS=12.7, Synergy_ZIP=-7.26, Synergy_Bliss=0.325, Synergy_Loewe=0.0502, Synergy_HSA=1.64. (4) Drug 2: CC12CCC3C(C1CCC2OP(=O)(O)O)CCC4=C3C=CC(=C4)OC(=O)N(CCCl)CCCl.[Na+]. Cell line: SK-OV-3. Drug 1: C1CCC(C1)C(CC#N)N2C=C(C=N2)C3=C4C=CNC4=NC=N3. Synergy scores: CSS=1.58, Synergy_ZIP=-1.47, Synergy_Bliss=1.31, Synergy_Loewe=-0.0858, Synergy_HSA=0.984. (5) Drug 1: C1CCN(CC1)CCOC2=CC=C(C=C2)C(=O)C3=C(SC4=C3C=CC(=C4)O)C5=CC=C(C=C5)O. Drug 2: CC1=C2C(C(=O)C3(C(CC4C(C3C(C(C2(C)C)(CC1OC(=O)C(C(C5=CC=CC=C5)NC(=O)OC(C)(C)C)O)O)OC(=O)C6=CC=CC=C6)(CO4)OC(=O)C)OC)C)OC. Cell line: A498. Synergy scores: CSS=21.1, Synergy_ZIP=0.537, Synergy_Bliss=0.413, Synergy_Loewe=-14.0, Synergy_HSA=0.188. (6) Drug 1: CC1=C2C(C(=O)C3(C(CC4C(C3C(C(C2(C)C)(CC1OC(=O)C(C(C5=CC=CC=C5)NC(=O)OC(C)(C)C)O)O)OC(=O)C6=CC=CC=C6)(CO4)OC(=O)C)O)C)O. Drug 2: CC1C(C(CC(O1)OC2CC(OC(C2O)C)OC3=CC4=CC5=C(C(=O)C(C(C5)C(C(=O)C(C(C)O)O)OC)OC6CC(C(C(O6)C)O)OC7CC(C(C(O7)C)O)OC8CC(C(C(O8)C)O)(C)O)C(=C4C(=C3C)O)O)O)O. Cell line: SR. Synergy scores: CSS=78.9, Synergy_ZIP=10.8, Synergy_Bliss=11.1, Synergy_Loewe=6.72, Synergy_HSA=13.9.